The task is: Predict the reactants needed to synthesize the given product.. This data is from Full USPTO retrosynthesis dataset with 1.9M reactions from patents (1976-2016). (1) The reactants are: [CH3:1]C(O)C=C.BrCC1C=CC(C(O)=O)=CC=1.[H-].[Na+].[CH2:19]([O:23][CH2:24][C:25]1[CH:33]=[CH:32][C:28]([C:29]([OH:31])=[O:30])=[CH:27][CH:26]=1)[CH2:20][CH:21]=C. Given the product [CH3:1][CH:24]([O:23][CH2:19][CH:20]=[CH2:21])[C:25]1[CH:26]=[CH:27][C:28]([C:29]([OH:31])=[O:30])=[CH:32][CH:33]=1, predict the reactants needed to synthesize it. (2) Given the product [Cl:1][C:2]1[C:3]([C:13]#[C:14][Si:15]([CH3:16])([CH3:18])[CH3:17])=[C:4]([N+:19]([O-:21])=[O:20])[C:5]([OH:12])=[C:6]([CH:11]=1)[C:7]([O:9][CH3:10])=[O:8], predict the reactants needed to synthesize it. The reactants are: [Cl:1][C:2]1[C:3]([C:13]#[C:14][Si:15]([CH3:18])([CH3:17])[CH3:16])=[CH:4][C:5]([OH:12])=[C:6]([CH:11]=1)[C:7]([O:9][CH3:10])=[O:8].[N+:19]([O-])([OH:21])=[O:20].O. (3) The reactants are: [CH3:1][O:2][C:3]1[CH:26]=[CH:25][C:6]([CH2:7][N:8]2[CH2:14][C:13]3[CH:15]=[C:16]([C:19]([O:21]C)=O)[CH:17]=[CH:18][C:12]=3[N:11]([CH3:23])[C:10](=[O:24])[CH2:9]2)=[CH:5][CH:4]=1.[NH2:27][OH:28].[OH-].[Na+]. Given the product [OH:28][NH:27][C:19]([C:16]1[CH:17]=[CH:18][C:12]2[N:11]([CH3:23])[C:10](=[O:24])[CH2:9][N:8]([CH2:7][C:6]3[CH:25]=[CH:26][C:3]([O:2][CH3:1])=[CH:4][CH:5]=3)[CH2:14][C:13]=2[CH:15]=1)=[O:21], predict the reactants needed to synthesize it. (4) Given the product [CH3:30][N:31]([CH3:35])[C:32](=[O:33])[O:1][C:2]1[C:7]2[C:8](=[O:28])/[C:9](=[CH:11]/[C:12]3[C:20]4[C:15](=[N:16][CH:17]=[CH:18][C:19]=4[C:21]4[CH:26]=[CH:25][CH:24]=[CH:23][CH:22]=4)[N:14]([CH3:27])[CH:13]=3)/[O:10][C:6]=2[CH:5]=[C:4]([O:29][C:32](=[O:33])[N:31]([CH3:35])[CH3:30])[CH:3]=1, predict the reactants needed to synthesize it. The reactants are: [OH:1][C:2]1[C:7]2[C:8](=[O:28])/[C:9](=[CH:11]/[C:12]3[C:20]4[C:15](=[N:16][CH:17]=[CH:18][C:19]=4[C:21]4[CH:26]=[CH:25][CH:24]=[CH:23][CH:22]=4)[N:14]([CH3:27])[CH:13]=3)/[O:10][C:6]=2[CH:5]=[C:4]([OH:29])[CH:3]=1.[CH3:30][N:31]([CH3:35])[C:32](Cl)=[O:33]. (5) Given the product [CH:19]1([NH:22][C:23]([C:25]23[CH2:49][CH2:48][C:47]([OH:54])([C:50]([F:51])([F:53])[F:52])[CH2:46][CH:26]2[CH2:27][CH2:28][CH2:29][C:30]2[C:31]3=[CH:32][C:33]3[CH:34]=[N:35][N:36]([C:39]4[CH:44]=[CH:43][C:42]([F:45])=[CH:41][CH:40]=4)[C:37]=3[CH:38]=2)=[O:24])[CH2:21][CH2:20]1, predict the reactants needed to synthesize it. The reactants are: CCCC[N+](CCCC)(CCCC)CCCC.[F-].[CH:19]1([NH:22][C:23]([C:25]23[CH2:49][CH2:48][C:47]([O:54][Si](CC)(CC)CC)([C:50]([F:53])([F:52])[F:51])[CH2:46][CH:26]2[CH2:27][CH2:28][CH2:29][C:30]2[C:31]3=[CH:32][C:33]3[CH:34]=[N:35][N:36]([C:39]4[CH:44]=[CH:43][C:42]([F:45])=[CH:41][CH:40]=4)[C:37]=3[CH:38]=2)=[O:24])[CH2:21][CH2:20]1. (6) Given the product [NH2:20][C:2]1[C:3]2[C:10]([I:11])=[CH:9][N:8]([C@H:12]3[CH2:17][CH2:16][C@H:15]([OH:18])[CH2:14][CH2:13]3)[C:4]=2[N:5]=[CH:6][N:7]=1, predict the reactants needed to synthesize it. The reactants are: Cl[C:2]1[C:3]2[C:10]([I:11])=[CH:9][N:8]([C@H:12]3[CH2:17][CH2:16][C@H:15]([OH:18])[CH2:14][CH2:13]3)[C:4]=2[N:5]=[CH:6][N:7]=1.[OH-].[NH4+:20]. (7) Given the product [Cl:1][C:2]1[CH:7]=[C:6]([Cl:8])[CH:5]=[CH:4][C:3]=1[S:9]([NH:12][C:13]1[CH:22]=[CH:21][C:16]([CH2:17][OH:18])=[CH:15][CH:14]=1)(=[O:10])=[O:11], predict the reactants needed to synthesize it. The reactants are: [Cl:1][C:2]1[CH:7]=[C:6]([Cl:8])[CH:5]=[CH:4][C:3]=1[S:9]([NH:12][C:13]1[CH:22]=[CH:21][C:16]([C:17](OC)=[O:18])=[CH:15][CH:14]=1)(=[O:11])=[O:10].[H-].[Al+3].[Li+].[H-].[H-].[H-].Cl.C(OCC)(=O)C.